From a dataset of Reaction yield outcomes from USPTO patents with 853,638 reactions. Predict the reaction yield, written as a fraction of the theoretical maximum amount of product (1.0 means a 100% yield; for example, 0.34 means a 34% yield). (1) The reactants are [I:1][C:2]1[C:3](O)=[N:4][CH:5]=[C:6]([N+:8]([O-:10])=[O:9])[CH:7]=1.O=P(Cl)(Cl)[Cl:14].P(Cl)(Cl)(Cl)(Cl)Cl. The catalyst is O. The product is [Cl:14][C:3]1[C:2]([I:1])=[CH:7][C:6]([N+:8]([O-:10])=[O:9])=[CH:5][N:4]=1. The yield is 0.690. (2) The reactants are [CH3:1][S-:2].[Na+].CS(O[CH2:9][C:10]1([C:13]([O:15][CH2:16][CH3:17])=[O:14])[CH2:12][CH2:11]1)(=O)=O. The catalyst is CN(C)C=O.O. The product is [CH3:1][S:2][CH2:9][C:10]1([C:13]([O:15][CH2:16][CH3:17])=[O:14])[CH2:11][CH2:12]1. The yield is 1.00. (3) The reactants are [Cl:1][C:2]1[CH:7]=[CH:6][CH:5]=[CH:4][C:3]=1[C:8](=O)[CH3:9].Cl.[Br:12][C:13]1[CH:18]=[CH:17][C:16]([NH:19][NH2:20])=[CH:15][CH:14]=1.CC([O-])=O.[K+]. The catalyst is CCO. The product is [Br:12][C:13]1[CH:18]=[CH:17][C:16]([NH:19]/[N:20]=[C:8](\[C:3]2[CH:4]=[CH:5][CH:6]=[CH:7][C:2]=2[Cl:1])/[CH3:9])=[CH:15][CH:14]=1. The yield is 0.760. (4) The reactants are Br[C:2]1[C:11]2[C:6](=[CH:7][CH:8]=[CH:9][CH:10]=2)[C:5]([C:12]2[CH:17]=[CH:16][CH:15]=[CH:14][CH:13]=2)=[CH:4][CH:3]=1.C1([B:24]([OH:26])[OH:25])C=CC=CC=1.C1(C)C=CC=CC=1.Cl. The catalyst is CCOCC. The product is [C:12]1([C:5]2[C:6]3[C:11](=[CH:10][CH:9]=[CH:8][CH:7]=3)[C:2]([B:24]([OH:26])[OH:25])=[CH:3][CH:4]=2)[CH:17]=[CH:16][CH:15]=[CH:14][CH:13]=1. The yield is 0.800. (5) The reactants are [H-].[Na+].[CH2:3]([N:10]1[CH:18]([OH:19])[C:17]2[C:12](=[CH:13][CH:14]=[CH:15][CH:16]=2)[C:11]1=[O:20])[C:4]1[CH:9]=[CH:8][CH:7]=[CH:6][CH:5]=1.Br[CH2:22][C:23]([OH:25])=[O:24]. The catalyst is C1COCC1. The product is [CH2:3]([N:10]1[C:18](=[O:19])[C:17]2[C:12](=[CH:13][CH:14]=[CH:15][CH:16]=2)[CH:11]1[O:20][CH2:22][C:23]([OH:25])=[O:24])[C:4]1[CH:5]=[CH:6][CH:7]=[CH:8][CH:9]=1. The yield is 0.400.